This data is from Drug-target binding data from BindingDB using Ki measurements. The task is: Regression. Given a target protein amino acid sequence and a drug SMILES string, predict the binding affinity score between them. We predict pKi (pKi = -log10(Ki in M); higher means stronger inhibition). Dataset: bindingdb_ki. The compound is CC(C)(C)NC(=O)[C@@H]1CN(Cc2cccnc2)CCN1C[C@@H](O)C[C@@H](Cc1ccccc1)C(=O)N[C@H]1c2ccccc2C[C@H]1O. The target protein sequence is PQVTLWQRPLVTIKIGGQLKEALLDTGADDTVLEEMSLPGRWKPKMIGGIGGFIKVRQYDQILIEICGHKAIGTVLVGPTPVNVIGRNLLTQIGCTLNF. The pKi is 8.5.